From a dataset of Forward reaction prediction with 1.9M reactions from USPTO patents (1976-2016). Predict the product of the given reaction. (1) Given the reactants [CH3:1][CH:2]([CH3:5])[CH2:3]O.[CH2:6]([C:8]1[CH:14]=[CH:13][C:11]([NH2:12])=[CH:10][CH:9]=1)[CH3:7].[I-].[K+], predict the reaction product. The product is: [CH2:6]([C:8]1[CH:14]=[CH:13][C:11]([NH:12][CH2:1][CH:2]([CH3:5])[CH3:3])=[CH:10][CH:9]=1)[CH3:7]. (2) The product is: [CH3:1][O:2][C:3]1[CH:21]=[C:20]([O:22][CH2:24][C:25]2[N:26]=[C:27]([C:30]3([OH:36])[CH2:35][CH2:34][O:33][CH2:32][CH2:31]3)[S:28][CH:29]=2)[C:6]2[CH:7]=[C:8]([C:10]3[N:11]=[C:12]4[N:16]([CH:17]=3)[N:15]=[C:14]([O:18][CH3:19])[S:13]4)[O:9][C:5]=2[CH:4]=1. Given the reactants [CH3:1][O:2][C:3]1[CH:4]=[C:5]2[O:9][C:8]([C:10]3[N:11]=[C:12]4[N:16]([CH:17]=3)[N:15]=[C:14]([O:18][CH3:19])[S:13]4)=[CH:7][C:6]2=[C:20]([OH:22])[CH:21]=1.O[CH2:24][C:25]1[N:26]=[C:27]([C:30]2([OH:36])[CH2:35][CH2:34][O:33][CH2:32][CH2:31]2)[S:28][CH:29]=1.C(P(CCCC)CCCC)CCC.N(C(N1CCCCC1)=O)=NC(N1CCCCC1)=O, predict the reaction product.